This data is from Forward reaction prediction with 1.9M reactions from USPTO patents (1976-2016). The task is: Predict the product of the given reaction. (1) Given the reactants [OH-].[Na+].[C:3]([NH:6][CH2:7][CH2:8][NH:9][C:10]1[C:11]2[CH:24]=[C:23]([C:25]([OH:27])=[O:26])[N:22](S(C3C=CC=CC=3)(=O)=O)[C:12]=2[N:13]=[C:14]([C:16]2[CH:21]=[CH:20][CH:19]=[CH:18][CH:17]=2)[N:15]=1)(=[O:5])[CH3:4], predict the reaction product. The product is: [C:3]([NH:6][CH2:7][CH2:8][NH:9][C:10]1[C:11]2[CH:24]=[C:23]([C:25]([OH:27])=[O:26])[NH:22][C:12]=2[N:13]=[C:14]([C:16]2[CH:21]=[CH:20][CH:19]=[CH:18][CH:17]=2)[N:15]=1)(=[O:5])[CH3:4]. (2) Given the reactants [F:1][C:2]([F:23])([F:22])[C:3]1[CH:8]=[CH:7][N:6]=[C:5]([O:9][C:10]2[CH:15]=[CH:14][C:13]([C:16]#[C:17][CH2:18][CH:19]([NH2:21])[CH3:20])=[CH:12][CH:11]=2)[CH:4]=1.C(N(C(C)C)CC)(C)C.[Cl:33][C:34]1[C:39]([NH:40][CH3:41])=[C:38](Cl)[N:37]=[CH:36][N:35]=1.O, predict the reaction product. The product is: [Cl:33][C:34]1[N:35]=[CH:36][N:37]=[C:38]([NH:21][CH:19]([CH3:20])[CH2:18][C:17]#[C:16][C:13]2[CH:12]=[CH:11][C:10]([O:9][C:5]3[CH:4]=[C:3]([C:2]([F:22])([F:1])[F:23])[CH:8]=[CH:7][N:6]=3)=[CH:15][CH:14]=2)[C:39]=1[NH:40][CH3:41]. (3) Given the reactants [Cl:1][C:2]1[N:7]=[CH:6][C:5]([CH2:8]C(NCCCl)C#N)=[CH:4][CH:3]=1.[CH2:16]([S:18][C:19]1[NH:20][CH:21]=[CH:22][C:23]=1[N+:24]([O-:26])=[O:25])[CH3:17].C(=O)([O-])[O-].[K+].[K+], predict the reaction product. The product is: [Cl:1][C:2]1[N:7]=[CH:6][C:5]([CH2:8][N:20]([CH2:21][CH2:22][C:22]2[C:23]([N+:24]([O-:26])=[O:25])=[C:19]([S:18][CH2:16][CH3:17])[NH:20][CH:21]=2)[CH2:19][C:23]#[N:24])=[CH:4][CH:3]=1. (4) Given the reactants [CH3:1][O:2][C:3]1[CH:19]=[CH:18][C:6]([C:7]([C:9]23[O:16][C:15](=[O:17])[CH:14]2[CH2:13][CH2:12][CH2:11][CH2:10]3)=[O:8])=[CH:5][CH:4]=1.[CH2:20]([NH2:24])[CH2:21][CH2:22][CH3:23], predict the reaction product. The product is: [CH2:20]([NH:24][C:15]([CH:14]1[CH2:13][CH2:12][CH2:11][CH2:10][C:9]1([C:7](=[O:8])[C:6]1[CH:18]=[CH:19][C:3]([O:2][CH3:1])=[CH:4][CH:5]=1)[OH:16])=[O:17])[CH2:21][CH2:22][CH3:23]. (5) Given the reactants [Cl:1][C:2]1[CH:7]=[CH:6][C:5]([C@H:8]2[N:15]3[C:11]([S:12][C:13]([C:19]([N:21]4[CH2:28][CH2:27][CH2:26][C@H:22]4[C:23](O)=[O:24])=[O:20])=[C:14]3[CH:16]([CH3:18])[CH3:17])=[N:10][C@:9]2([C:30]2[CH:35]=[CH:34][C:33]([Cl:36])=[CH:32][CH:31]=2)[CH3:29])=[CH:4][CH:3]=1.[CH3:37][C@H:38]1[CH2:43][NH:42][CH2:41][C@@H:40]([CH3:44])[NH:39]1, predict the reaction product. The product is: [Cl:1][C:2]1[CH:7]=[CH:6][C:5]([C@H:8]2[N:15]3[C:11]([S:12][C:13]([C:19]([N:21]4[CH2:28][CH2:27][CH2:26][C@H:22]4[C:23]([N:42]4[CH2:41][C@H:40]([CH3:44])[NH:39][C@H:38]([CH3:37])[CH2:43]4)=[O:24])=[O:20])=[C:14]3[CH:16]([CH3:17])[CH3:18])=[N:10][C@:9]2([C:30]2[CH:35]=[CH:34][C:33]([Cl:36])=[CH:32][CH:31]=2)[CH3:29])=[CH:4][CH:3]=1. (6) Given the reactants C1C=CC(C(O[C@H](C(O)=O)[C@H](OC(C2C=CC=CC=2)=O)C(O)=O)=O)=CC=1.O.[CH3:28][CH:29]([CH2:31][C@H:32]([N:44]([CH3:46])[CH3:45])[C:33]1([C:37]2[CH:42]=[CH:41][C:40]([Cl:43])=[CH:39][CH:38]=2)[CH2:36][CH2:35][CH2:34]1)[CH3:30].C(=O)(O)[O-].[Na+], predict the reaction product. The product is: [CH3:30][CH:29]([CH2:31][C@@H:32]([N:44]([CH3:45])[CH3:46])[C:33]1([C:37]2[CH:42]=[CH:41][C:40]([Cl:43])=[CH:39][CH:38]=2)[CH2:34][CH2:35][CH2:36]1)[CH3:28]. (7) The product is: [Br:1][C:2]1[CH:3]=[CH:4][C:5]2[N:9]=[C:8]([CH2:10][N:11]([CH3:12])[CH3:13])[N:7]([CH2:18][O:19][CH2:20][CH2:21][Si:22]([CH3:25])([CH3:24])[CH3:23])[C:6]=2[CH:14]=1. Given the reactants [Br:1][C:2]1[CH:3]=[CH:4][C:5]2[N:9]=[C:8]([CH2:10][N:11]([CH3:13])[CH3:12])[NH:7][C:6]=2[CH:14]=1.[H-].[Na+].Cl[CH2:18][O:19][CH2:20][CH2:21][Si:22]([CH3:25])([CH3:24])[CH3:23].O, predict the reaction product. (8) Given the reactants C(OC(=O)C[CH2:12][C:13]1[CH:18]=[C:17]([N:19]2[N:23]=[C:22]3[CH:24]=[CH:25][CH:26]=[C:27](Cl)[C:21]3=[N:20]2)[C:16]([OH:29])=[C:15]([C:30](C)(C)C)[CH:14]=1)CCCCCCC.[CH2:35](C(CCCC)COC(=O)CCC1C=C(N2N=C3C=CC(Cl)=CC3=N2)C(O)=C(C(C)(C)C)C=1)[CH3:36], predict the reaction product. The product is: [CH3:12][C:13]1[CH:18]=[C:17]([N:19]2[N:23]=[C:22]3[C:21]([CH:27]=[CH:26][CH:25]=[CH:24]3)=[N:20]2)[C:16]([OH:29])=[C:15]([CH2:30][CH:35]=[CH2:36])[CH:14]=1. (9) Given the reactants [NH2:1][C:2]1[CH:3]=[C:4]([CH:7]=[CH:8][N:9]=1)[C:5]#[N:6].C1C(=O)N([Br:17])C(=O)C1, predict the reaction product. The product is: [NH2:1][C:2]1[CH:3]=[C:4]([C:7]([Br:17])=[CH:8][N:9]=1)[C:5]#[N:6].